This data is from Experimentally validated miRNA-target interactions with 360,000+ pairs, plus equal number of negative samples. The task is: Binary Classification. Given a miRNA mature sequence and a target amino acid sequence, predict their likelihood of interaction. The miRNA is rno-let-7c-5p with sequence UGAGGUAGUAGGUUGUAUGGUU. The protein sequence of the target gene is MALGEEKAEAEASEDTKAQSYGRGSCRERELDIPGPMSGEQPPRLEAEGGLISPVWGAEGIPAPTCWIGTDPGGPSRAHQPQASDANREPVAERSEPALSGLPPATMGSGDLLLSGESQVEKTKLSSSEEFPQTLSLPRTTTICSGHDADTEDDPSLADLPQALDLSQQPHSSGLSCLSQWKSVLSPGSAAQPSSCSISASSTGSSLQGHQERAEPRGGSLAKVSSSLEPVVPQEPSSVVGLGPRPQWSPQPVFSGGDASGLGRRRLSFQAEYWACVLPDSLPPSPDRHSPLWNPNKEYE.... Result: 0 (no interaction).